Dataset: Forward reaction prediction with 1.9M reactions from USPTO patents (1976-2016). Task: Predict the product of the given reaction. (1) Given the reactants [NH2:1][C:2]1[CH:7]=[CH:6][C:5]([O:8][CH2:9][C:10]#[CH:11])=[CH:4][C:3]=1[C:12]([C:14]1[CH:19]=[CH:18][C:17]([CH:20]2[CH2:22][CH2:21]2)=[CH:16][CH:15]=1)=[O:13].[CH:23](=O)[C:24]1[CH:29]=[CH:28][CH:27]=[CH:26][CH:25]=1.CC(O)=O.C([BH3-])#N.[Na+], predict the reaction product. The product is: [CH2:23]([NH:1][C:2]1[CH:7]=[CH:6][C:5]([O:8][CH2:9][C:10]#[CH:11])=[CH:4][C:3]=1[C:12]([C:14]1[CH:15]=[CH:16][C:17]([CH:20]2[CH2:21][CH2:22]2)=[CH:18][CH:19]=1)=[O:13])[C:24]1[CH:29]=[CH:28][CH:27]=[CH:26][CH:25]=1. (2) Given the reactants [F:1][C:2]1[CH:10]=[CH:9][C:5]([C:6]([OH:8])=O)=[C:4]([O:11][CH3:12])[CH:3]=1.[F:13][C:14]([F:35])([F:34])[C:15]1[CH:16]=[C:17]([S:21]([CH2:24][CH2:25][S:26][C:27]2[C:32]([NH2:33])=[CH:31][CH:30]=[CH:29][N:28]=2)(=[O:23])=[O:22])[CH:18]=[CH:19][CH:20]=1.C([O-])([O-])=O.[Na+].[Na+], predict the reaction product. The product is: [F:1][C:2]1[CH:10]=[CH:9][C:5]([C:6]([NH:33][C:32]2[C:27]([S:26][CH2:25][CH2:24][S:21]([C:17]3[CH:18]=[CH:19][CH:20]=[C:15]([C:14]([F:34])([F:35])[F:13])[CH:16]=3)(=[O:23])=[O:22])=[N:28][CH:29]=[CH:30][CH:31]=2)=[O:8])=[C:4]([O:11][CH3:12])[CH:3]=1. (3) Given the reactants B1(C)OC(C2C=CC=CC=2)(C2C=CC=CC=2)[C@H]2N1CCC2.C1(C)C=CC=CC=1.[CH3:29][C:30]1[CH:35]=[CH:34][C:33]([S:36]([O:39][CH2:40][C:41]([C:43]2[CH:48]=[CH:47][C:46]([F:49])=[CH:45][CH:44]=2)=[O:42])(=[O:38])=[O:37])=[CH:32][CH:31]=1.O, predict the reaction product. The product is: [CH3:29][C:30]1[CH:31]=[CH:32][C:33]([S:36]([O:39][CH2:40][C@H:41]([C:43]2[CH:44]=[CH:45][C:46]([F:49])=[CH:47][CH:48]=2)[OH:42])(=[O:37])=[O:38])=[CH:34][CH:35]=1. (4) Given the reactants [Cl:1][C:2]1[CH:3]=[C:4]([C:9](=O)[CH2:10][CH2:11][C:12]2[N:13]=[N:14][NH:15][N:16]=2)[CH:5]=[CH:6][C:7]=1[Cl:8].Cl.[CH3:19][O:20][NH2:21].N1C=CC=CC=1, predict the reaction product. The product is: [CH3:19][O:20][N:21]=[C:9]([C:4]1[CH:5]=[CH:6][C:7]([Cl:8])=[C:2]([Cl:1])[CH:3]=1)[CH2:10][CH2:11][C:12]1[N:13]=[N:14][NH:15][N:16]=1. (5) Given the reactants [C:1]1([S:7]([C:10]2[CH:26]=[CH:25][C:13]([CH2:14][NH:15][CH2:16][C@H:17]([C:19]3[CH:24]=[CH:23][CH:22]=[CH:21][CH:20]=3)[OH:18])=[CH:12][CH:11]=2)(=[O:9])=[O:8])[CH:6]=[CH:5][CH:4]=[CH:3][CH:2]=1, predict the reaction product. The product is: [C:1]1([S:7]([C:10]2[CH:11]=[CH:12][C:13]([CH2:14][NH:15][CH2:16][C@@H:17]([C:19]3[CH:20]=[CH:21][CH:22]=[CH:23][CH:24]=3)[OH:18])=[CH:25][CH:26]=2)(=[O:9])=[O:8])[CH:6]=[CH:5][CH:4]=[CH:3][CH:2]=1. (6) Given the reactants Cl[C:2]([O:4][C:5]1[CH:10]=[CH:9][CH:8]=[CH:7][CH:6]=1)=[O:3].[Br:11][C:12]1[CH:13]=[N:14][CH:15]=[C:16]([F:18])[CH:17]=1.CSC.[CH:22]1([Mg]Br)[CH2:24][CH2:23]1, predict the reaction product. The product is: [C:5]1([O:4][C:2]([N:14]2[CH:15]=[C:16]([F:18])[CH:17]([CH:22]3[CH2:24][CH2:23]3)[C:12]([Br:11])=[C:13]2[C:5]2[CH:10]=[CH:9][CH:8]=[CH:7][CH:6]=2)=[O:3])[CH:10]=[CH:9][CH:8]=[CH:7][CH:6]=1.